Dataset: Forward reaction prediction with 1.9M reactions from USPTO patents (1976-2016). Task: Predict the product of the given reaction. (1) Given the reactants [Br:1][C:2]1[C:6]2[N:7]=[C:8](Cl)[N:9]=[C:10]([CH2:11][CH2:12][CH2:13][NH2:14])[C:5]=2[S:4][CH:3]=1.[ClH:16].ClC1N=[C:20]([NH:27][CH:28]2C[CH2:32][CH2:31][NH:30][CH2:29]2)[C:21]2S[CH2:25][CH2:24][C:22]=2N=1.[CH:34](N(C(C)C)CC)(C)C, predict the reaction product. The product is: [Br:1][C:2]1[C:6]2[N:7]=[C:8]([N:30]3[CH2:29][CH2:28][N:27]([C:20]4[CH:21]=[CH:22][C:24]([Cl:16])=[CH:25][CH:34]=4)[CH2:32][CH2:31]3)[N:9]=[C:10]([CH2:11][CH2:12][CH2:13][NH2:14])[C:5]=2[S:4][CH:3]=1. (2) The product is: [NH2:30][C@H:26]([C:27]([OH:29])=[O:28])[CH2:25][C:24]1[CH:19]=[CH:20][C:21]([OH:35])=[CH:22][CH:23]=1. Given the reactants CCCCCCCCCCCCOS([O-])(=O)=O.[Na+].[CH:19]1[C:24]([CH2:25][CH:26]([NH:30]P(O)(O)=O)[C:27]([OH:29])=[O:28])=[CH:23][CH:22]=[C:21]([OH:35])[CH:20]=1, predict the reaction product. (3) Given the reactants [N+](C1C=C([N+]([O-])=O)C=CC=1[O-])([O-])=O.[NH2:14][N+:15]1[CH:20]=[CH:19][C:18]2[O:21][CH:22]=[CH:23][C:17]=2[CH:16]=1.C(=O)([O-])[O-].[K+].[K+].[C:30]1([C:36]#[C:37][C:38]([O:40][CH3:41])=[O:39])[CH:35]=[CH:34][CH:33]=[CH:32][CH:31]=1, predict the reaction product. The product is: [C:30]1([C:36]2[C:37]([C:38]([O:40][CH3:41])=[O:39])=[C:16]3[C:17]4[CH:23]=[CH:22][O:21][C:18]=4[CH:19]=[CH:20][N:15]3[N:14]=2)[CH:35]=[CH:34][CH:33]=[CH:32][CH:31]=1. (4) Given the reactants C(O)(=O)C1C(=CC=CC=1)O.[CH3:11][CH:12]([C:14]([C:34]1[CH:35]=[CH:36][C:37]([O:42][CH3:43])=[C:38]([O:40][CH3:41])[CH:39]=1)([C:32]#[N:33])[CH2:15][CH2:16][CH2:17][N:18]([CH2:20][CH2:21][C:22]1[CH:23]=[CH:24][C:25]([O:30][CH3:31])=[C:26]([O:28][CH3:29])[CH:27]=1)[CH3:19])[CH3:13].Cl, predict the reaction product. The product is: [CH3:13][CH:12]([C:14]([C:34]1[CH:35]=[CH:36][C:37]([O:42][CH3:43])=[C:38]([O:40][CH3:41])[CH:39]=1)([C:32]#[N:33])[CH2:15][CH2:16][CH2:17][N:18]([CH2:20][CH2:21][C:22]1[CH:23]=[CH:24][C:25]([O:30][CH3:31])=[C:26]([O:28][CH3:29])[CH:27]=1)[CH3:19])[CH3:11]. (5) Given the reactants S(O)(O)(=O)=O.[CH3:6][S:7][C:8](=[NH:10])[NH2:9].[CH3:6][S:7][C:8](=[NH:10])[NH2:9].C([O-])(O)=O.[Na+].[CH3:21][C:22]([O:25][C:26](O[C:26]([O:25][C:22]([CH3:24])([CH3:23])[CH3:21])=[O:27])=[O:27])([CH3:24])[CH3:23], predict the reaction product. The product is: [C:22]([O:25][C:26](=[O:27])[NH:10][C:8](=[NH:9])[S:7][CH3:6])([CH3:24])([CH3:23])[CH3:21]. (6) Given the reactants [Br-].[CH3:2][O:3][C:4]1[CH:13]=[C:12]2[C:7]([CH:8]=[CH:9][C:10](=[O:14])[O:11]2)=[CH:6][CH:5]=1.[C:15]([C:18]1[CH:23]=[CH:22][C:21](B(O)O)=[CH:20][CH:19]=1)(=[O:17])[CH3:16].C([O-])([O-])=O.[Na+].[Na+], predict the reaction product. The product is: [C:15]([C:18]1[CH:23]=[CH:22][C:21]([C:9]2[C:10](=[O:14])[O:11][C:12]3[C:7]([CH:8]=2)=[CH:6][CH:5]=[C:4]([O:3][CH3:2])[CH:13]=3)=[CH:20][CH:19]=1)(=[O:17])[CH3:16]. (7) The product is: [Br:13][CH:3]([CH:2]([CH3:12])[CH3:1])[C:4]([C:6]1[CH:11]=[CH:10][CH:9]=[CH:8][CH:7]=1)=[O:5]. Given the reactants [CH3:1][CH:2]([CH3:12])[CH2:3][C:4]([C:6]1[CH:11]=[CH:10][CH:9]=[CH:8][CH:7]=1)=[O:5].[Br:13]Br.O, predict the reaction product. (8) Given the reactants F[C:2]1[CH:9]=[C:8]([F:10])[CH:7]=[C:6](F)[C:3]=1[C:4]#[N:5].[CH3:12][C:13]1([CH3:21])[O:17][CH:16]([CH2:18][CH2:19][OH:20])[CH2:15][O:14]1.[H-].[Na+].[F:24][C:25]1[CH:31]=[C:30]([I:32])[CH:29]=[CH:28][C:26]=1[NH2:27].CC(C)([O-])C.[K+], predict the reaction product. The product is: [CH3:12][C:13]1([CH3:21])[O:17][CH:16]([CH2:18][CH2:19][O:20][C:2]2[CH:9]=[C:8]([F:10])[CH:7]=[C:6]([NH:27][C:26]3[CH:28]=[CH:29][C:30]([I:32])=[CH:31][C:25]=3[F:24])[C:3]=2[C:4]#[N:5])[CH2:15][O:14]1. (9) Given the reactants [CH3:1][O:2][C:3]([CH3:31])([CH3:30])[C@H:4]([C:24]1[CH:29]=[CH:28][CH:27]=[CH:26][CH:25]=1)[N:5](CC1C=CC(OC)=CC=1)CC1C=CC(OC)=CC=1, predict the reaction product. The product is: [CH3:1][O:2][C:3]([CH3:31])([CH3:30])[C@H:4]([C:24]1[CH:29]=[CH:28][CH:27]=[CH:26][CH:25]=1)[NH2:5]. (10) The product is: [CH3:22][C:21]1[C:16]([N:13]2[CH2:14][CH2:15][N:10]([C:8]([C:5]3[CH:6]=[CH:7][C:2]([N:31]4[CH2:30][C:29]([CH3:35])([CH3:28])[O:33][C:32]4=[O:34])=[CH:3][C:4]=3[S:24]([CH3:27])(=[O:26])=[O:25])=[O:9])[CH2:11][CH2:12]2)=[N:17][CH:18]=[C:19]([CH3:23])[CH:20]=1. Given the reactants Br[C:2]1[CH:7]=[CH:6][C:5]([C:8]([N:10]2[CH2:15][CH2:14][N:13]([C:16]3[C:21]([CH3:22])=[CH:20][C:19]([CH3:23])=[CH:18][N:17]=3)[CH2:12][CH2:11]2)=[O:9])=[C:4]([S:24]([CH3:27])(=[O:26])=[O:25])[CH:3]=1.[CH3:28][C:29]1([CH3:35])[O:33][C:32](=[O:34])[NH:31][CH2:30]1, predict the reaction product.